From a dataset of Catalyst prediction with 721,799 reactions and 888 catalyst types from USPTO. Predict which catalyst facilitates the given reaction. (1) Reactant: [Cl:1][C:2]1[S:6][C:5]([C:7]([NH:9][CH2:10][C@@H:11]2[O:15][C:14](=[O:16])[N:13]([C:17]3[CH:22]=[CH:21][C:20]([N:23]4[CH2:27][CH2:26][C@@H:25]([NH:28]C(=O)OC(C)(C)C)[C:24]4=[O:36])=[CH:19][CH:18]=3)[CH2:12]2)=[O:8])=[CH:4][CH:3]=1.[F:37][C:38]([F:43])([F:42])[C:39]([OH:41])=[O:40]. Product: [F:37][C:38]([F:43])([F:42])[C:39]([OH:41])=[O:40].[NH2:28][C@@H:25]1[CH2:26][CH2:27][N:23]([C:20]2[CH:21]=[CH:22][C:17]([N:13]3[CH2:12][C@H:11]([CH2:10][NH:9][C:7]([C:5]4[S:6][C:2]([Cl:1])=[CH:3][CH:4]=4)=[O:8])[O:15][C:14]3=[O:16])=[CH:18][CH:19]=2)[C:24]1=[O:36]. The catalyst class is: 2. (2) Reactant: [Cl:1][C:2]1[CH:3]=[C:4]([CH:9]=[CH:10][C:11]=1[CH:12]1[S:18][CH2:17][CH2:16][NH:15][C:14]2[N:19]([CH3:28])[N:20]=[C:21]([C:22]3[CH:27]=[CH:26][CH:25]=[CH:24][N:23]=3)[C:13]1=2)[C:5]([O:7]C)=[O:6].CO.[OH-].[Na+].Cl. Product: [Cl:1][C:2]1[CH:3]=[C:4]([CH:9]=[CH:10][C:11]=1[CH:12]1[S:18][CH2:17][CH2:16][NH:15][C:14]2[N:19]([CH3:28])[N:20]=[C:21]([C:22]3[CH:27]=[CH:26][CH:25]=[CH:24][N:23]=3)[C:13]1=2)[C:5]([OH:7])=[O:6]. The catalyst class is: 1. (3) Reactant: [NH:1]1[C:9]2[C:4](=[CH:5][CH:6]=[CH:7][CH:8]=2)[C:3]([CH2:10][O:11][C:12]([CH3:17])([CH3:16])[C:13]([OH:15])=[O:14])=[N:2]1.C([O-])([O-])=O.[K+].[K+].[C:24](Cl)(=[O:31])[C:25]1[CH:30]=[CH:29][CH:28]=[CH:27][CH:26]=1.[OH-].[Na+]. Product: [C:24]([N:1]1[C:9]2[C:4](=[CH:5][CH:6]=[CH:7][CH:8]=2)[C:3]([CH2:10][O:11][C:12]([CH3:17])([CH3:16])[C:13]([OH:15])=[O:14])=[N:2]1)(=[O:31])[C:25]1[CH:30]=[CH:29][CH:28]=[CH:27][CH:26]=1. The catalyst class is: 95. (4) Reactant: [CH3:1][C:2]1[CH:7]=[CH:6][C:5]([C:8]2[O:12][N:11]=[CH:10][C:9]=2[CH2:13][CH2:14][C:15](OC)=[O:16])=[CH:4][CH:3]=1.[H-].C([Al+]CC(C)C)C(C)C.O.O.O.O.O.O.O.O.O.O.[O-]S([O-])(=O)=O.[Na+].[Na+]. Product: [CH3:1][C:2]1[CH:3]=[CH:4][C:5]([C:8]2[O:12][N:11]=[CH:10][C:9]=2[CH2:13][CH2:14][CH2:15][OH:16])=[CH:6][CH:7]=1. The catalyst class is: 7. (5) Reactant: [CH3:1][C:2]1([CH3:28])[C:14]2[CH:13]=[C:12]([C:15]3[C:20]4[S:21][C:22]5[CH:27]=[CH:26][CH:25]=[CH:24][C:23]=5[C:19]=4[CH:18]=[CH:17][CH:16]=3)[CH:11]=[CH:10][C:9]=2[C:8]2[C:3]1=[CH:4][CH:5]=[CH:6][CH:7]=2.C([Li])CCC.B(OC)(OC)OC.[I:41]I.S([O-])([O-])(=O)=S.[Na+].[Na+]. The catalyst class is: 188. Product: [I:41][C:27]1[C:22]2[S:21][C:20]3[C:15]([C:12]4[CH:11]=[CH:10][C:9]5[C:8]6[C:3](=[CH:4][CH:5]=[CH:6][CH:7]=6)[C:2]([CH3:28])([CH3:1])[C:14]=5[CH:13]=4)=[CH:16][CH:17]=[CH:18][C:19]=3[C:23]=2[CH:24]=[CH:25][CH:26]=1. (6) Reactant: COC[N:4]1[C:8]2[CH:9]=[CH:10][C:11]([CH:13]([C:15]3[CH:19]=[CH:18][N:17]([C:20]4[N:25]=[CH:24][C:23]([C:26]([O:28][CH3:29])=[O:27])=[CH:22][CH:21]=4)[N:16]=3)[CH3:14])=[CH:12][C:7]=2[S:6][C:5]1=[O:30].FC(F)(F)C(O)=O.[OH-].[NH4+]. Product: [O:30]=[C:5]1[NH:4][C:8]2[CH:9]=[CH:10][C:11]([CH:13]([C:15]3[CH:19]=[CH:18][N:17]([C:20]4[N:25]=[CH:24][C:23]([C:26]([O:28][CH3:29])=[O:27])=[CH:22][CH:21]=4)[N:16]=3)[CH3:14])=[CH:12][C:7]=2[S:6]1. The catalyst class is: 7. (7) Reactant: [CH:1]1([C:7]2[C:8]3[CH:9]=[CH:10][C:11]([C:39](O)=[O:40])=[CH:12][C:13]=3[N:14]3[CH2:20][C:19]([C:21]([N:23]4[CH2:28][CH2:27][CH:26]([N:29]5[CH2:34][CH2:33][O:32][CH2:31][CH2:30]5)[CH2:25][CH2:24]4)=[O:22])=[CH:18][C:17]4[CH:35]=[CH:36][CH:37]=[CH:38][C:16]=4[C:15]=23)[CH2:6][CH2:5][CH2:4][CH2:3][CH2:2]1.C(N(CC)C(C)C)(C)C.Cl.CN(C)CCCN=C=NCC.ON1C2C=CC=CC=2N=N1.[CH2:73]([NH2:79])[C@H:74]1[O:78][CH2:77][CH2:76][CH2:75]1. Product: [CH:1]1([C:7]2[C:8]3[CH:9]=[CH:10][C:11]([C:39]([NH:79][CH2:73][C@H:74]4[CH2:75][CH2:76][CH2:77][O:78]4)=[O:40])=[CH:12][C:13]=3[N:14]3[CH2:20][C:19]([C:21]([N:23]4[CH2:24][CH2:25][CH:26]([N:29]5[CH2:30][CH2:31][O:32][CH2:33][CH2:34]5)[CH2:27][CH2:28]4)=[O:22])=[CH:18][C:17]4[CH:35]=[CH:36][CH:37]=[CH:38][C:16]=4[C:15]=23)[CH2:6][CH2:5][CH2:4][CH2:3][CH2:2]1. The catalyst class is: 158.